This data is from Peptide-MHC class II binding affinity with 134,281 pairs from IEDB. The task is: Regression. Given a peptide amino acid sequence and an MHC pseudo amino acid sequence, predict their binding affinity value. This is MHC class II binding data. (1) The peptide sequence is GLDSLTTLLRALGAQ. The MHC is DRB1_0401 with pseudo-sequence DRB1_0401. The binding affinity (normalized) is 0.318. (2) The peptide sequence is GIKQLQARVLAVERYLK. The MHC is DRB3_0202 with pseudo-sequence DRB3_0202. The binding affinity (normalized) is 0.312.